From a dataset of NCI-60 drug combinations with 297,098 pairs across 59 cell lines. Regression. Given two drug SMILES strings and cell line genomic features, predict the synergy score measuring deviation from expected non-interaction effect. Drug 1: CCC1(CC2CC(C3=C(CCN(C2)C1)C4=CC=CC=C4N3)(C5=C(C=C6C(=C5)C78CCN9C7C(C=CC9)(C(C(C8N6C=O)(C(=O)OC)O)OC(=O)C)CC)OC)C(=O)OC)O.OS(=O)(=O)O. Drug 2: CCC1(CC2CC(C3=C(CCN(C2)C1)C4=CC=CC=C4N3)(C5=C(C=C6C(=C5)C78CCN9C7C(C=CC9)(C(C(C8N6C)(C(=O)OC)O)OC(=O)C)CC)OC)C(=O)OC)O.OS(=O)(=O)O. Cell line: HS 578T. Synergy scores: CSS=19.4, Synergy_ZIP=-3.18, Synergy_Bliss=3.39, Synergy_Loewe=1.90, Synergy_HSA=3.05.